Dataset: TCR-epitope binding with 47,182 pairs between 192 epitopes and 23,139 TCRs. Task: Binary Classification. Given a T-cell receptor sequence (or CDR3 region) and an epitope sequence, predict whether binding occurs between them. (1) Result: 0 (the TCR does not bind to the epitope). The epitope is FLASKIGRLV. The TCR CDR3 sequence is CASSEGQGHTEAFF. (2) The epitope is IVDTVSALV. The TCR CDR3 sequence is CASSPGGGVNTGELFF. Result: 1 (the TCR binds to the epitope). (3) The epitope is LPPAYTNSF. The TCR CDR3 sequence is CAGSLWSGIADTQYF. Result: 0 (the TCR does not bind to the epitope). (4) The epitope is KLMNIQQKL. The TCR CDR3 sequence is CSVEASEGLFNEQFF. Result: 0 (the TCR does not bind to the epitope). (5) The TCR CDR3 sequence is CASSSQYEAFF. The epitope is FLNGSCGSV. Result: 1 (the TCR binds to the epitope). (6) The epitope is PKYVKQNTLKLAT. The TCR CDR3 sequence is CASSRLRGPYEQYF. Result: 1 (the TCR binds to the epitope). (7) The epitope is AIMTRCLAV. The TCR CDR3 sequence is CASSYVGGRTDTQYF. Result: 1 (the TCR binds to the epitope).